This data is from Peptide-MHC class I binding affinity with 185,985 pairs from IEDB/IMGT. The task is: Regression. Given a peptide amino acid sequence and an MHC pseudo amino acid sequence, predict their binding affinity value. This is MHC class I binding data. The peptide sequence is LPYPDPSRIL. The MHC is HLA-B51:01 with pseudo-sequence HLA-B51:01. The binding affinity (normalized) is 0.362.